Task: Predict the reaction yield, written as a fraction of the theoretical maximum amount of product (1.0 means a 100% yield; for example, 0.34 means a 34% yield).. Dataset: Reaction yield outcomes from USPTO patents with 853,638 reactions (1) The reactants are [Al+3].[Cl-].[Cl-].[Cl-].[Br:5][C:6]1[CH:7]=[C:8]2[CH:14]=[CH:13][NH:12][C:9]2=[N:10][CH:11]=1.[C:15](Cl)(=[O:22])[C:16]1[CH:21]=[CH:20][CH:19]=[CH:18][CH:17]=1. The catalyst is ClCCl. The product is [Br:5][C:6]1[CH:7]=[C:8]2[C:14]([C:15]([C:16]3[CH:21]=[CH:20][CH:19]=[CH:18][CH:17]=3)=[O:22])=[CH:13][NH:12][C:9]2=[N:10][CH:11]=1. The yield is 0.400. (2) The catalyst is P(Cl)(Cl)(Cl)=O. The product is [Cl:1][C:2]1[CH:3]=[CH:4][C:5]([O:17][CH2:18][C:19]2[CH:24]=[CH:23][CH:22]=[CH:21][CH:20]=2)=[C:6]([CH2:8][C:9]2[S:10][CH:11]=[C:12]([C:14]3[NH:32][C:25]4[CH:30]=[CH:29][CH:28]=[CH:27][C:26]=4[N:31]=3)[N:13]=2)[CH:7]=1. The yield is 0.200. The reactants are [Cl:1][C:2]1[CH:3]=[CH:4][C:5]([O:17][CH2:18][C:19]2[CH:24]=[CH:23][CH:22]=[CH:21][CH:20]=2)=[C:6]([CH2:8][C:9]2[S:10][CH:11]=[C:12]([C:14](O)=O)[N:13]=2)[CH:7]=1.[C:25]1([NH2:32])[CH:30]=[CH:29][CH:28]=[CH:27][C:26]=1[NH2:31].C(=O)([O-])O.[Na+].